From a dataset of Forward reaction prediction with 1.9M reactions from USPTO patents (1976-2016). Predict the product of the given reaction. (1) Given the reactants [CH3:1][C:2]1[NH:3][C:4]2[CH2:5][C:6]([CH3:13])([CH3:12])[CH2:7][C:8](=[O:11])[C:9]=2[CH:10]=1.[H-].[Na+].Br[CH2:17][CH2:18][CH2:19][CH2:20][CH2:21][CH2:22][C:23]([O:25][CH2:26][CH3:27])=[O:24], predict the reaction product. The product is: [CH3:1][C:2]1[N:3]([CH2:17][CH2:18][CH2:19][CH2:20][CH2:21][CH2:22][C:23]([O:25][CH2:26][CH3:27])=[O:24])[C:4]2[CH2:5][C:6]([CH3:13])([CH3:12])[CH2:7][C:8](=[O:11])[C:9]=2[CH:10]=1. (2) Given the reactants [Cl:1][C:2]1[CH:3]=[C:4]([CH:19]=[CH:20][CH:21]=1)[CH2:5][S:6][C:7]1[N:12]=[C:11]([OH:13])[CH:10]=[C:9]([NH:14][C@H:15]([CH3:18])[CH2:16][OH:17])[N:8]=1.N1C=CC=CC=1.[S-:28][C:29]#[N:30].[K+].BrBr, predict the reaction product. The product is: [Cl:1][C:2]1[CH:3]=[C:4]([CH:19]=[CH:20][CH:21]=1)[CH2:5][S:6][C:7]1[N:12]=[C:11]([OH:13])[C:10]([S:28][C:29]#[N:30])=[C:9]([NH:14][C@H:15]([CH3:18])[CH2:16][OH:17])[N:8]=1. (3) Given the reactants [CH3:1][C:2]1[S:3][C:4]([C:8]2[N:9]=[C:10]([NH:13][C:14]3[CH:15]=[C:16]([CH:20]=[CH:21][C:22]=3[OH:23])[C:17]([NH2:19])=[O:18])[S:11][CH:12]=2)=[C:5]([CH3:7])[N:6]=1.[C:24]1(P(C2C=CC=CC=2)C2C=CC=CC=2)[CH:29]=CC=C[CH:25]=1.C(O)CC.N(C(OC(C)C)=O)=NC(OC(C)C)=O, predict the reaction product. The product is: [CH3:1][C:2]1[S:3][C:4]([C:8]2[N:9]=[C:10]([NH:13][C:14]3[CH:15]=[C:16]([CH:20]=[CH:21][C:22]=3[O:23][CH2:25][CH2:24][CH3:29])[C:17]([NH2:19])=[O:18])[S:11][CH:12]=2)=[C:5]([CH3:7])[N:6]=1.